Task: Predict the product of the given reaction.. Dataset: Forward reaction prediction with 1.9M reactions from USPTO patents (1976-2016) (1) Given the reactants [C:1]([N:4]1[CH2:10][CH2:9][CH2:8][CH2:7][C:6]2[N:11]=[C:12]([C:14]3[CH:19]=[CH:18][C:17]([O:20]CC4C=CC=CC=4)=[CH:16][CH:15]=3)[S:13][C:5]1=2)(=[O:3])[CH3:2].B(Br)(Br)Br.O.[Cl:33][CH2:34][Cl:35], predict the reaction product. The product is: [Cl:33][CH2:34][Cl:35].[CH3:1][OH:3].[NH3:4].[C:1]([N:4]1[CH2:10][CH2:9][CH2:8][CH2:7][C:6]2[N:11]=[C:12]([C:14]3[CH:15]=[CH:16][C:17]([OH:20])=[CH:18][CH:19]=3)[S:13][C:5]1=2)(=[O:3])[CH3:2]. (2) Given the reactants [Cl:1][C:2]1[CH:3]=[C:4]2[C:9](=[CH:10][C:11]=1[Cl:12])[C:8](=[O:13])[N:7]([CH2:14][C:15]([CH3:18])([CH3:17])[CH3:16])[C:6]([C:19]([O:21][C:22]([CH3:25])([CH3:24])[CH3:23])=[O:20])=[C:5]2[OH:26].N1C=CC=CC=1.[F:33][C:34]([F:47])([F:46])[S:35](O[S:35]([C:34]([F:47])([F:46])[F:33])(=[O:37])=[O:36])(=[O:37])=[O:36].C(=O)(O)[O-].[Na+], predict the reaction product. The product is: [Cl:1][C:2]1[CH:3]=[C:4]2[C:9](=[CH:10][C:11]=1[Cl:12])[C:8](=[O:13])[N:7]([CH2:14][C:15]([CH3:18])([CH3:16])[CH3:17])[C:6]([C:19]([O:21][C:22]([CH3:25])([CH3:24])[CH3:23])=[O:20])=[C:5]2[O:26][S:35]([C:34]([F:47])([F:46])[F:33])(=[O:37])=[O:36]. (3) Given the reactants [CH2:1]([O:3][C:4](=[O:32])[CH2:5][C@@H:6]([C:24]1[CH:25]=[N:26][C:27]([O:30][CH3:31])=[CH:28][CH:29]=1)[NH:7][CH2:8][CH2:9][NH:10][CH2:11][CH2:12][CH2:13][C:14]1[CH:23]=[CH:22][C:21]2[CH2:20][CH2:19][CH2:18][NH:17][C:16]=2[N:15]=1)[CH3:2].C1C=CC(O[C:40](OC2C=CC=CC=2)=[N:41][C:42]#[N:43])=CC=1.O.C([O-])([O-])=O.[Na+].[Na+], predict the reaction product. The product is: [CH2:1]([O:3][C:4](=[O:32])[CH2:5][C@@H:6]([C:24]1[CH:25]=[N:26][C:27]([O:30][CH3:31])=[CH:28][CH:29]=1)[N:7]1[CH2:8][CH2:9][N:10]([CH2:11][CH2:12][CH2:13][C:14]2[CH:23]=[CH:22][C:21]3[CH2:20][CH2:19][CH2:18][NH:17][C:16]=3[N:15]=2)[C:40]1=[N:41][C:42]#[N:43])[CH3:2].